Dataset: Catalyst prediction with 721,799 reactions and 888 catalyst types from USPTO. Task: Predict which catalyst facilitates the given reaction. (1) Reactant: [CH3:1][C:2]([O:5][C:6]([N:8]1[CH:16]=[N:15][C:14]2[C:9]1=[N:10][CH:11]=[N:12][C:13]=2[N:17]1[CH2:22][CH2:21][C:20]2([C:26]3=[N:27][C:28]4[C:33]([O:34]CC5C=CC=CC=5)=[CH:32][CH:31]=[CH:30][C:29]=4[N:25]3[C:24](=[O:42])[N:23]2[C:43]([O:45][C:46]([CH3:49])([CH3:48])[CH3:47])=[O:44])[CH2:19][CH2:18]1)=[O:7])([CH3:4])[CH3:3].C(Cl)Cl.CO. Product: [OH:34][C:33]1[C:28]2[N:27]=[C:26]3[C:20]4([N:23]([C:43]([O:45][C:46]([CH3:49])([CH3:48])[CH3:47])=[O:44])[C:24](=[O:42])[N:25]3[C:29]=2[CH:30]=[CH:31][CH:32]=1)[CH2:19][CH2:18][N:17]([C:13]1[N:12]=[CH:11][N:10]=[C:9]2[C:14]=1[N:15]=[CH:16][N:8]2[C:6]([O:5][C:2]([CH3:4])([CH3:3])[CH3:1])=[O:7])[CH2:22][CH2:21]4. The catalyst class is: 604. (2) Reactant: [C:1]([C:5]1[S:9][C:8]([C:10]([O:12][CH3:13])=[O:11])=[C:7]([CH3:14])[CH:6]=1)([CH3:4])([CH3:3])[CH3:2].C1C(=O)N([Br:22])C(=O)C1.CC(N=NC(C#N)(C)C)(C#N)C. Product: [Br:22][CH2:14][C:7]1[CH:6]=[C:5]([C:1]([CH3:4])([CH3:3])[CH3:2])[S:9][C:8]=1[C:10]([O:12][CH3:13])=[O:11]. The catalyst class is: 53. (3) Reactant: [CH3:1][O:2][CH2:3][C:4]1[N:9]=[CH:8][N:7]=[C:6](O)[CH:5]=1.O=P(Cl)(Cl)[Cl:13]. The catalyst class is: 2. Product: [Cl:13][C:6]1[CH:5]=[C:4]([CH2:3][O:2][CH3:1])[N:9]=[CH:8][N:7]=1. (4) Reactant: [Cl:1][CH:2]([Cl:6])[C:3](Cl)=[O:4].[NH2:7][C:8]1[CH:13]=[CH:12][C:11]([F:14])=[CH:10][N:9]=1.C(=O)(O)[O-].[Na+]. Product: [Cl:1][CH:2]([Cl:6])[C:3]([NH:7][C:8]1[CH:13]=[CH:12][C:11]([F:14])=[CH:10][N:9]=1)=[O:4]. The catalyst class is: 13. (5) Reactant: [F:1][C:2]1[CH:7]=[C:6]([O:8]C)[CH:5]=[C:4]([F:10])[C:3]=1[N:11]1[CH:15]=[C:14]([C:16]([F:19])([F:18])[F:17])[CH:13]=[N:12]1.B(Br)(Br)Br. Product: [F:1][C:2]1[CH:7]=[C:6]([OH:8])[CH:5]=[C:4]([F:10])[C:3]=1[N:11]1[CH:15]=[C:14]([C:16]([F:18])([F:19])[F:17])[CH:13]=[N:12]1. The catalyst class is: 4. (6) Reactant: [CH3:1][N:2]([CH2:4][CH2:5][CH:6]([OH:13])[C:7]1[CH:12]=[CH:11][CH:10]=[CH:9][CH:8]=1)[CH3:3].I[C:15]1[CH:20]=[CH:19][CH:18]=[CH:17][C:16]=1[CH3:21].C(=O)([O-])[O-].[Cs+].[Cs+]. Product: [CH3:1][N:2]([CH2:4][CH2:5][CH:6]([O:13][C:15]1[CH:20]=[CH:19][CH:18]=[CH:17][C:16]=1[CH3:21])[C:7]1[CH:12]=[CH:11][CH:10]=[CH:9][CH:8]=1)[CH3:3]. The catalyst class is: 282. (7) Reactant: Cl[C:2]1[N:7]=[N:6][C:5]([C:8]([O:10][CH3:11])=[O:9])=[CH:4][CH:3]=1.Cl.[F:13][C:14]([F:27])([F:26])[C:15]1[CH:25]=[CH:24][CH:23]=[CH:22][C:16]=1[O:17][CH:18]1[CH2:21][NH:20][CH2:19]1.C(=O)([O-])[O-].[K+].[K+]. Product: [F:27][C:14]([F:13])([F:26])[C:15]1[CH:25]=[CH:24][CH:23]=[CH:22][C:16]=1[O:17][CH:18]1[CH2:21][N:20]([C:2]2[N:7]=[N:6][C:5]([C:8]([O:10][CH3:11])=[O:9])=[CH:4][CH:3]=2)[CH2:19]1. The catalyst class is: 107.